The task is: Predict the product of the given reaction.. This data is from Forward reaction prediction with 1.9M reactions from USPTO patents (1976-2016). Given the reactants [N+:1]([C:4]1[N:5]=[CH:6][NH:7][C:8]=1[N+]([O-])=O)([O-:3])=[O:2].O.O.O.O.O.O.O.O.O.[S:21]([O-])([O-])(=O)=O.[Na+].[Na+].Cl, predict the reaction product. The product is: [N+:1]([C:4]1[NH:5][CH:6]=[N:7][C:8]=1[SH:21])([O-:3])=[O:2].